This data is from Reaction yield outcomes from USPTO patents with 853,638 reactions. The task is: Predict the reaction yield, written as a fraction of the theoretical maximum amount of product (1.0 means a 100% yield; for example, 0.34 means a 34% yield). The reactants are [Cl:1][C:2]1[N:7]=[C:6]([NH:8][CH2:9][C:10]([F:13])([F:12])[F:11])[C:5]([N+:14]([O-:16])=[O:15])=[CH:4][CH:3]=1.[Cl:17]N1C(=O)CCC1=O. The catalyst is C(O)(=O)C. The product is [Cl:17][C:3]1[CH:4]=[C:5]([N+:14]([O-:16])=[O:15])[C:6]([NH:8][CH2:9][C:10]([F:13])([F:12])[F:11])=[N:7][C:2]=1[Cl:1]. The yield is 0.700.